Task: Predict the reaction yield, written as a fraction of the theoretical maximum amount of product (1.0 means a 100% yield; for example, 0.34 means a 34% yield).. Dataset: Reaction yield outcomes from USPTO patents with 853,638 reactions The reactants are [Cl:1][C:2]1[CH:7]=[CH:6][C:5]([C:8]2([CH2:12][OH:13])[CH2:11][CH2:10][CH2:9]2)=[CH:4][CH:3]=1.[OH-].[Na+].Br[CH2:17][C:18]([O:20][C:21]([CH3:24])([CH3:23])[CH3:22])=[O:19]. The catalyst is C1(C)C=CC=CC=1.S([O-])(O)(=O)=O.C([N+](CCCC)(CCCC)CCCC)CCC.CCOC(C)=O.O. The product is [Cl:1][C:2]1[CH:3]=[CH:4][C:5]([C:8]2([CH2:12][O:13][CH2:17][C:18]([O:20][C:21]([CH3:24])([CH3:23])[CH3:22])=[O:19])[CH2:11][CH2:10][CH2:9]2)=[CH:6][CH:7]=1. The yield is 0.750.